Dataset: Forward reaction prediction with 1.9M reactions from USPTO patents (1976-2016). Task: Predict the product of the given reaction. (1) Given the reactants Br[C:2]1[CH:10]=[CH:9][C:5]2[O:6][CH2:7][O:8][C:4]=2[C:3]=1[CH:11]=[O:12].[F:13][C:14]1[CH:19]=[CH:18][CH:17]=[CH:16][C:15]=1B(O)O, predict the reaction product. The product is: [F:13][C:14]1[CH:19]=[CH:18][CH:17]=[CH:16][C:15]=1[C:2]1[CH:10]=[CH:9][C:5]2[O:6][CH2:7][O:8][C:4]=2[C:3]=1[CH:11]=[O:12]. (2) Given the reactants [H-].[Na+].[CH3:3][O:4][C:5](=[O:28])[CH:6]([O:20][C:21]1[CH:26]=[CH:25][C:24]([Cl:27])=[CH:23][CH:22]=1)[CH2:7][CH2:8]OS(C1C=CC(C)=CC=1)(=O)=O, predict the reaction product. The product is: [CH3:3][O:4][C:5]([C:6]1([O:20][C:21]2[CH:22]=[CH:23][C:24]([Cl:27])=[CH:25][CH:26]=2)[CH2:7][CH2:8]1)=[O:28]. (3) Given the reactants [SH:1][C:2]1[CH:10]=[CH:9][C:5]([C:6]([OH:8])=[O:7])=[CH:4][CH:3]=1.[CH2:11](O)[CH3:12].S(=O)(=O)(O)O, predict the reaction product. The product is: [CH2:11]([O:7][C:6](=[O:8])[C:5]1[CH:9]=[CH:10][C:2]([SH:1])=[CH:3][CH:4]=1)[CH3:12]. (4) Given the reactants C(OC([N:8]1[CH2:13][CH2:12][CH:11]([NH:14][CH2:15][C:16]2[CH:17]=[CH:18][N:19]3[C:24]=2[C:23]([NH:25][C:26]2[CH:27]=[C:28]4[C:32](=[CH:33][CH:34]=2)[N:31]([CH2:35][C:36]2[CH:41]=[CH:40][CH:39]=[C:38]([F:42])[CH:37]=2)[N:30]=[CH:29]4)=[N:22][CH:21]=[N:20]3)[CH2:10][CH2:9]1)=O)(C)(C)C.[C:43](O)(C(F)(F)F)=O, predict the reaction product. The product is: [F:42][C:38]1[CH:37]=[C:36]([CH:41]=[CH:40][CH:39]=1)[CH2:35][N:31]1[C:32]2[C:28](=[CH:27][C:26]([NH:25][C:23]3[C:24]4=[C:16]([CH2:15][N:14]([CH3:43])[CH:11]5[CH2:10][CH2:9][NH:8][CH2:13][CH2:12]5)[CH:17]=[CH:18][N:19]4[N:20]=[CH:21][N:22]=3)=[CH:34][CH:33]=2)[CH:29]=[N:30]1. (5) Given the reactants C(OC([N:8]1[C@H:17]([C:18]([OH:20])=[O:19])[CH2:16][C@@H:15]2[C@@H:10]([CH2:11][CH2:12][C@H:13]([O:21][C:22]3[CH:23]=[C:24]([C:30]4[CH:35]=[CH:34][CH:33]=[CH:32][C:31]=4[F:36])[CH:25]=[CH:26][C:27]=3[C:28]#[N:29])[CH2:14]2)[CH2:9]1)=O)(C)(C)C.[N:37]([Sn](CCCC)(CCCC)CCCC)=[N+:38]=[N-:39].[Cl:53]CCl, predict the reaction product. The product is: [ClH:53].[F:36][C:31]1[CH:32]=[CH:33][CH:34]=[CH:35][C:30]=1[C:24]1[CH:25]=[CH:26][C:27]([C:28]2[N:29]=[N:37][NH:38][N:39]=2)=[C:22]([O:21][C@H:13]2[CH2:12][CH2:11][C@@H:10]3[C@@H:15]([CH2:16][C@@H:17]([C:18]([OH:20])=[O:19])[NH:8][CH2:9]3)[CH2:14]2)[CH:23]=1. (6) Given the reactants [CH:1]1([NH:4][C:5]2[CH:6]=[C:7]([O:26][CH2:27][CH2:28][O:29][CH3:30])[CH:8]=[C:9]3[C:13]=2[N:12]([C:14]([O:16][C:17]([CH3:20])([CH3:19])[CH3:18])=[O:15])[CH:11]([C:21]([O:23][CH2:24][CH3:25])=[O:22])[CH2:10]3)[CH2:3][CH2:2]1.[N:31]1[CH:36]=[CH:35][CH:34]=[CH:33][C:32]=1[S:37](Cl)(=[O:39])=[O:38], predict the reaction product. The product is: [CH:1]1([N:4]([S:37]([C:32]2[CH:33]=[CH:34][CH:35]=[CH:36][N:31]=2)(=[O:39])=[O:38])[C:5]2[CH:6]=[C:7]([O:26][CH2:27][CH2:28][O:29][CH3:30])[CH:8]=[C:9]3[C:13]=2[N:12]([C:14]([O:16][C:17]([CH3:19])([CH3:18])[CH3:20])=[O:15])[CH:11]([C:21]([O:23][CH2:24][CH3:25])=[O:22])[CH2:10]3)[CH2:2][CH2:3]1. (7) Given the reactants Br[C:2]1[CH:7]=[CH:6][CH:5]=[CH:4][C:3]=1[CH:8]([C:10]1[CH:15]=[CH:14][CH:13]=[C:12]([N:16]([CH3:18])[CH3:17])[CH:11]=1)[OH:9].[Li]CCCC.[SiH:24](Cl)([CH3:26])[CH3:25], predict the reaction product. The product is: [CH3:25][Si:24]1([CH3:26])[C:2]2[CH:7]=[CH:6][CH:5]=[CH:4][C:3]=2[CH:8]([C:10]2[CH:11]=[C:12]([CH:13]=[CH:14][CH:15]=2)[N:16]([CH3:18])[CH3:17])[O:9]1.